Dataset: Forward reaction prediction with 1.9M reactions from USPTO patents (1976-2016). Task: Predict the product of the given reaction. (1) Given the reactants [OH:1][C:2]1[CH:3]=[C:4]([CH:7]=[CH:8][CH:9]=1)[C:5]#[N:6].Cl[C:11]1[CH:16]=[C:15]([CH3:17])[N:14]=[C:13]([NH:18][C:19]2[CH:24]=[CH:23][C:22]([N:25]3[CH:29]=[C:28]([CH3:30])[N:27]=[CH:26]3)=[C:21]([O:31][CH3:32])[CH:20]=2)[N:12]=1, predict the reaction product. The product is: [CH3:32][O:31][C:21]1[CH:20]=[C:19]([NH:18][C:13]2[N:12]=[C:11]([O:1][C:2]3[CH:3]=[C:4]([CH:7]=[CH:8][CH:9]=3)[C:5]#[N:6])[CH:16]=[C:15]([CH3:17])[N:14]=2)[CH:24]=[CH:23][C:22]=1[N:25]1[CH:29]=[C:28]([CH3:30])[N:27]=[CH:26]1. (2) Given the reactants C(OC([N:8]1[CH2:12][C@H:11]([CH2:13][N:14]([C:21]2[CH:26]=[CH:25][C:24]([Cl:27])=[CH:23][CH:22]=2)[CH:15]2[CH2:20][CH2:19][CH2:18][CH2:17][CH2:16]2)[C@@H:10]([CH2:28][C:29]2[CH:34]=[CH:33][CH:32]=[CH:31][CH:30]=2)[CH2:9]1)=O)(C)(C)C.FC(F)(F)C(O)=O, predict the reaction product. The product is: [CH2:28]([C@H:10]1[CH2:9][NH:8][CH2:12][C@@H:11]1[CH2:13][N:14]([C:21]1[CH:22]=[CH:23][C:24]([Cl:27])=[CH:25][CH:26]=1)[CH:15]1[CH2:16][CH2:17][CH2:18][CH2:19][CH2:20]1)[C:29]1[CH:30]=[CH:31][CH:32]=[CH:33][CH:34]=1. (3) Given the reactants Cl[C:2]1[CH:7]=[CH:6][N:5]=[C:4]2[CH:8]=[C:9]([C:11]([N:13]3[CH2:17][CH2:16][C@@H:15]([O:18][CH3:19])[CH2:14]3)=[O:12])[S:10][C:3]=12.[CH3:20][NH:21][C:22]([C:24]1[C:32]2[C:27](=[CH:28][C:29]([OH:33])=[CH:30][CH:31]=2)[N:26]([CH3:34])[C:25]=1[CH3:35])=[O:23].C([O-])([O-])=O.[Cs+].[Cs+], predict the reaction product. The product is: [CH3:20][NH:21][C:22]([C:24]1[C:32]2[C:27](=[CH:28][C:29]([O:33][C:2]3[CH:7]=[CH:6][N:5]=[C:4]4[CH:8]=[C:9]([C:11]([N:13]5[CH2:17][CH2:16][CH:15]([O:18][CH3:19])[CH2:14]5)=[O:12])[S:10][C:3]=34)=[CH:30][CH:31]=2)[N:26]([CH3:34])[C:25]=1[CH3:35])=[O:23]. (4) Given the reactants [C:1]([OH:20])(=[O:19])[CH2:2][CH2:3][CH2:4][CH2:5][CH2:6][CH2:7][CH2:8]/[CH:9]=[CH:10]\[CH2:11][CH2:12][CH2:13][CH2:14][CH2:15][CH2:16][CH2:17][CH3:18].C([OH:31])CCCCCCC(C)C.CCCCOCCOCCO.C(O)COCCOCCO.O.O.O.O.O.O.O.O.[OH-].[Sr+2:62].[OH-], predict the reaction product. The product is: [C:1]1([OH:20])[CH:2]=[CH:3][CH:4]=[CH:5][CH:6]=1.[C:1]([O-:20])(=[O:19])[CH2:2][CH2:3][CH2:4][CH2:5][CH2:6][CH2:7][CH2:8]/[CH:9]=[CH:10]\[CH2:11][CH2:12][CH2:13][CH2:14][CH2:15][CH2:16][CH2:17][CH3:18].[Sr+2:62].[C:1]([O-:20])(=[O:19])[CH2:2][CH2:3][CH2:4][CH2:5][CH2:6][CH2:7][CH2:8]/[CH:9]=[CH:10]\[CH2:11][CH2:12][CH2:13][CH2:14][CH2:15][CH2:16][CH2:17][CH3:18].[C:1](=[O:19])([O-:31])[O-:20]. (5) Given the reactants [N+:1]([C:4]1[CH:5]=[C:6]([CH:19]=[CH:20][C:21]=1[N:22]1[CH2:27][CH2:26][NH:25][CH2:24][CH2:23]1)[C:7]([C:9]1[CH:18]=[CH:17][CH:16]=[CH:15][C:10]=1[C:11]([O:13][CH3:14])=[O:12])=[O:8])([O-])=O.CO, predict the reaction product. The product is: [NH2:1][C:4]1[CH:5]=[C:6]([CH:19]=[CH:20][C:21]=1[N:22]1[CH2:23][CH2:24][NH:25][CH2:26][CH2:27]1)[C:7]([C:9]1[CH:18]=[CH:17][CH:16]=[CH:15][C:10]=1[C:11]([O:13][CH3:14])=[O:12])=[O:8]. (6) Given the reactants [N:1]1([C:7]2[CH:12]=[CH:11][C:10]([OH:13])=[CH:9][CH:8]=2)[CH2:6][CH2:5][NH:4][CH2:3][CH2:2]1.Br[CH2:15][C:16]1[CH:21]=[CH:20][CH:19]=[CH:18][CH:17]=1.O.C([O-])(O)=O.[Na+], predict the reaction product. The product is: [CH2:15]([N:4]1[CH2:3][CH2:2][N:1]([C:7]2[CH:8]=[CH:9][C:10]([OH:13])=[CH:11][CH:12]=2)[CH2:6][CH2:5]1)[C:16]1[CH:21]=[CH:20][CH:19]=[CH:18][CH:17]=1. (7) Given the reactants [I:1][C:2]1[C:6]2[N:7]=[CH:8][N:9]=[C:10]([NH2:11])[C:5]=2[NH:4][N:3]=1.F[C:13]1[CH:18]=[CH:17][C:16]([N+:19]([O-:21])=[O:20])=[C:15]([O:22][CH3:23])[CH:14]=1.[H-].[Na+], predict the reaction product. The product is: [I:1][C:2]1[C:6]2[N:7]=[CH:8][N:9]=[C:10]([NH2:11])[C:5]=2[N:4]([C:13]2[CH:18]=[CH:17][C:16]([N+:19]([O-:21])=[O:20])=[C:15]([O:22][CH3:23])[CH:14]=2)[N:3]=1.